From a dataset of Forward reaction prediction with 1.9M reactions from USPTO patents (1976-2016). Predict the product of the given reaction. (1) Given the reactants [Cl:1][C:2]1[C:3]([C:9]#[N:10])=[N:4][CH:5]=[C:6](Cl)[N:7]=1.[NH2:11][C@@H:12]1[CH2:17][CH2:16][CH2:15][CH2:14][C@@H:13]1[NH:18][C:19](=[O:25])[O:20][C:21]([CH3:24])([CH3:23])[CH3:22].CCN(C(C)C)C(C)C.O, predict the reaction product. The product is: [Cl:1][C:2]1[N:7]=[C:6]([NH:11][C@@H:12]2[CH2:17][CH2:16][CH2:15][CH2:14][C@@H:13]2[NH:18][C:19](=[O:25])[O:20][C:21]([CH3:23])([CH3:22])[CH3:24])[CH:5]=[N:4][C:3]=1[C:9]#[N:10]. (2) Given the reactants [Cl:1][C:2]1[CH:33]=[CH:32][C:5]2[NH:6][C:7]([CH:9]([NH:15][C:16](=[O:31])[C:17]3[CH:22]=[CH:21][C:20]([C:23]([N:25]4[CH2:29][CH2:28][CH2:27][CH2:26]4)=[O:24])=[C:19]([CH3:30])[CH:18]=3)[CH2:10][CH2:11][C:12](O)=[O:13])=[N:8][C:4]=2[CH:3]=1.CN(C(O[N:42]1N=N[C:44]2C=CC=C[C:43]1=2)=[N+](C)C)C.[B-](F)(F)(F)F.C(N(C(C)C)CC)(C)C.C(N)C.ClCl, predict the reaction product. The product is: [Cl:1][C:2]1[CH:33]=[CH:32][C:5]2[NH:6][C:7]([CH:9]([NH:15][C:16](=[O:31])[C:17]3[CH:22]=[CH:21][C:20]([C:23]([N:25]4[CH2:29][CH2:28][CH2:27][CH2:26]4)=[O:24])=[C:19]([CH3:30])[CH:18]=3)[CH2:10][CH2:11][C:12]([NH:42][CH2:43][CH3:44])=[O:13])=[N:8][C:4]=2[CH:3]=1. (3) The product is: [F:1][C:2]([F:27])([F:28])[C:3]1[CH:22]=[C:21]([C:23]([F:25])([F:26])[F:24])[CH:20]=[CH:19][C:4]=1[CH2:5][O:6][C:7]1[CH:14]=[CH:13][C:10](/[CH:11]=[C:35]2/[C:31]([NH:30][CH3:29])=[N:32][C:33](=[O:36])[S:34]/2)=[CH:9][C:8]=1[C:15]([F:16])([F:17])[F:18]. Given the reactants [F:1][C:2]([F:28])([F:27])[C:3]1[CH:22]=[C:21]([C:23]([F:26])([F:25])[F:24])[CH:20]=[CH:19][C:4]=1[CH2:5][O:6][C:7]1[CH:14]=[CH:13][C:10]([CH:11]=O)=[CH:9][C:8]=1[C:15]([F:18])([F:17])[F:16].[CH3:29][NH:30][C:31]1[CH2:35][S:34][C:33](=[O:36])[N:32]=1.CC(C)([O-])C.[K+].O, predict the reaction product. (4) Given the reactants C(N(CC)CC)C.[CH3:8][O:9][CH2:10][CH2:11][CH2:12][O:13][C:14]1[CH:15]=[C:16]([CH:20]=[CH:21][C:22]=1[O:23][CH3:24])[C:17](Cl)=[O:18].[C:25]([O:29][C:30]([N:32]1[CH2:36][C@@H:35]([CH2:37][NH:38][CH:39]([CH3:41])[CH3:40])[C@H:34]([CH2:42][N:43]([S:48]([C:51]2[CH:56]=[CH:55][CH:54]=[CH:53][CH:52]=2)(=[O:50])=[O:49])[CH2:44][CH:45]([CH3:47])[CH3:46])[CH2:33]1)=[O:31])([CH3:28])([CH3:27])[CH3:26].C([O-])(O)=O.[Na+], predict the reaction product. The product is: [C:25]([O:29][C:30]([N:32]1[CH2:33][C@H:34]([CH2:42][N:43]([CH2:44][CH:45]([CH3:46])[CH3:47])[S:48]([C:51]2[CH:56]=[CH:55][CH:54]=[CH:53][CH:52]=2)(=[O:50])=[O:49])[C@H:35]([CH2:37][N:38]([CH:39]([CH3:41])[CH3:40])[C:17](=[O:18])[C:16]2[CH:20]=[CH:21][C:22]([O:23][CH3:24])=[C:14]([O:13][CH2:12][CH2:11][CH2:10][O:9][CH3:8])[CH:15]=2)[CH2:36]1)=[O:31])([CH3:26])([CH3:27])[CH3:28]. (5) Given the reactants Cl.[NH2:2]C(C(OCC)=O)C(OCC)=O.[C:14]([C:16](=[CH:22]OCC)[C:17]([O:19][CH2:20][CH3:21])=[O:18])#[N:15].[O-:26][CH2:27][CH3:28].[Na+].[C:30]([OH:33])(=O)[CH3:31], predict the reaction product. The product is: [NH2:2][C:22]1[C:16]([C:17]([O:19][CH2:20][CH3:21])=[O:18])=[CH:14][NH:15][C:28]=1[C:27]([O:33][CH2:30][CH3:31])=[O:26]. (6) Given the reactants [CH2:1]([C:3]1[CH:8]=[CH:7][C:6]([CH:9]2[CH2:14][N:13]([C:15]([N:17]3[CH2:22][CH2:21][S:20][CH2:19][CH2:18]3)=[O:16])[CH2:12][CH:11]([C:23](O)=[O:24])[CH2:10]2)=[CH:5][CH:4]=1)[CH3:2].O[NH:27][C:28](=[NH:32])[O:29][CH2:30][CH3:31], predict the reaction product. The product is: [CH2:30]([O:29][C:28]1[N:32]=[C:23]([CH:11]2[CH2:10][CH:9]([C:6]3[CH:7]=[CH:8][C:3]([CH2:1][CH3:2])=[CH:4][CH:5]=3)[CH2:14][N:13]([C:15]([N:17]3[CH2:18][CH2:19][S:20][CH2:21][CH2:22]3)=[O:16])[CH2:12]2)[O:24][N:27]=1)[CH3:31]. (7) Given the reactants C(Cl)(=O)C1C=CC=CC=1.FC(F)(F)C1C=C(C=CC=1)C(Cl)=O.[NH2:23][C:24]1[C:29]2[C:30]([C:33]3[CH:34]=[C:35]([NH:39][C:40](=[O:51])[C:41]4[CH:46]=[CH:45][CH:44]=[C:43](C(F)(F)F)[CH:42]=4)[CH:36]=[CH:37][CH:38]=3)=[CH:31][S:32][C:28]=2[C:27]([C:52]2[CH:53]=[N:54][CH:55]=[CH:56][CH:57]=2)=[CH:26][N:25]=1, predict the reaction product. The product is: [NH2:23][C:24]1[C:29]2[C:30]([C:33]3[CH:34]=[C:35]([NH:39][C:40](=[O:51])[C:41]4[CH:46]=[CH:45][CH:44]=[CH:43][CH:42]=4)[CH:36]=[CH:37][CH:38]=3)=[CH:31][S:32][C:28]=2[C:27]([C:52]2[CH:53]=[N:54][CH:55]=[CH:56][CH:57]=2)=[CH:26][N:25]=1.